Dataset: Full USPTO retrosynthesis dataset with 1.9M reactions from patents (1976-2016). Task: Predict the reactants needed to synthesize the given product. (1) The reactants are: [CH3:1][O:2][C:3]1[CH:11]=[CH:10][C:6]([C:7]([NH2:9])=[O:8])=[CH:5][CH:4]=1.C(Cl)(=O)[C:13](Cl)=[O:14]. Given the product [CH3:1][O:2][C:3]1[CH:11]=[CH:10][C:6]([C:7]([N:9]=[C:13]=[O:14])=[O:8])=[CH:5][CH:4]=1, predict the reactants needed to synthesize it. (2) Given the product [F:54][C:51]1([F:55])[CH2:52][CH2:53][CH:3]([C:4]#[C:5][C:6]2[CH:7]=[C:8]([C@@H:12]3[C@@H:16]([C:17]4[CH:22]=[CH:21][CH:20]=[C:19]([F:23])[CH:18]=4)[O:15][C:14](=[O:24])[NH:13]3)[CH:9]=[N:10][CH:11]=2)[CH2:49][CH2:50]1, predict the reactants needed to synthesize it. The reactants are: CN(C)[CH2:3][C:4]#[C:5][C:6]1[CH:7]=[C:8]([C@@H:12]2[C@@H:16]([C:17]3[CH:22]=[CH:21][CH:20]=[C:19]([F:23])[CH:18]=3)[O:15][C:14](=[O:24])[NH:13]2)[CH:9]=[N:10][CH:11]=1.BrC1C=C([C@@H]2[C@@H](C3C=CC=C(F)C=3)OC(=O)N2)C=NC=1.C(C1[CH2:53][CH2:52][C:51]([F:55])([F:54])[CH2:50][CH2:49]1)#C. (3) Given the product [Br:13][CH2:21][CH2:22][C:23](=[O:24])[CH2:11][C:10](=[O:9])[C:2](=[O:4])[C:1]([O:6][CH2:7][CH3:8])=[O:5], predict the reactants needed to synthesize it. The reactants are: [C:1]([O:6][CH2:7][CH3:8])(=[O:5])[C:2]([O-:4])=O.[O-:9][CH2:10][CH3:11].[Na+].[Br:13]CCCC(Cl)=O.Cl.[CH2:21]1C[O:24][CH2:23][CH2:22]1.